From a dataset of Forward reaction prediction with 1.9M reactions from USPTO patents (1976-2016). Predict the product of the given reaction. (1) The product is: [CH2:15]([S:14][C:13]1[C:8]([C:6]([OH:2])=[O:17])=[N:9][CH:10]=[CH:11][CH:12]=1)[CH3:16]. Given the reactants S(=O)(=O)(O)[OH:2].[C:6]([C:8]1[C:13]([S:14][CH2:15][CH3:16])=[CH:12][CH:11]=[CH:10][N:9]=1)#N.[OH-:17].[K+], predict the reaction product. (2) The product is: [F:1][C:2]1[CH:3]=[CH:4][C:5]([NH:8][C:9]([C:11]2([C:14]([OH:16])=[O:15])[CH2:12][CH2:13]2)=[O:10])=[CH:6][CH:7]=1. Given the reactants [F:1][C:2]1[CH:7]=[CH:6][C:5]([NH:8][C:9]([C:11]2([C:14]([O:16]C)=[O:15])[CH2:13][CH2:12]2)=[O:10])=[CH:4][CH:3]=1.O.[OH-].[Li+], predict the reaction product.